Dataset: Forward reaction prediction with 1.9M reactions from USPTO patents (1976-2016). Task: Predict the product of the given reaction. Given the reactants [Cl:1][C:2]1[CH:3]=[C:4]([C:9]23[CH2:17][CH2:16][N:13]([CH2:14][CH2:15]2)[CH2:12][C:11]2[CH:18]=[C:19]([C:22]4[N:27]=[N:26][C:25]([C:28]([NH:30][CH3:31])=[O:29])=[CH:24][CH:23]=4)[CH:20]=[CH:21][C:10]3=2)[CH:5]=[CH:6][C:7]=1[F:8].C(#N)C.[C:35]([OH:44])(=[O:43])[C@@H:36]([C@H:38]([C:40]([OH:42])=[O:41])[OH:39])[OH:37], predict the reaction product. The product is: [C:40]([C@@H:38]([C@H:36]([C:35]([OH:44])=[O:43])[OH:37])[OH:39])([OH:42])=[O:41].[Cl:1][C:2]1[CH:3]=[C:4]([C:9]23[CH2:15][CH2:14][N:13]([CH2:16][CH2:17]2)[CH2:12][C:11]2[CH:18]=[C:19]([C:22]4[N:27]=[N:26][C:25]([C:28]([NH:30][CH3:31])=[O:29])=[CH:24][CH:23]=4)[CH:20]=[CH:21][C:10]3=2)[CH:5]=[CH:6][C:7]=1[F:8].